Dataset: Catalyst prediction with 721,799 reactions and 888 catalyst types from USPTO. Task: Predict which catalyst facilitates the given reaction. (1) Reactant: [H-].[Na+].[CH3:3][C:4]1([CH3:46])[C:8](=[O:9])[N:7]([C:10]2[CH:15]=[CH:14][C:13]([NH:16][C:17](=[O:19])[CH3:18])=[C:12]([C:20]([F:23])([F:22])[F:21])[CH:11]=2)[C:6](=[O:24])[N:5]1[CH2:25][CH2:26][CH2:27][CH2:28][CH2:29][CH2:30][CH2:31][CH2:32][CH2:33][S:34]([CH2:36][CH2:37][CH2:38][C:39]([F:45])([F:44])[C:40]([F:43])([F:42])[F:41])=[O:35].[CH3:47]I.O. Product: [CH3:3][C:4]1([CH3:46])[C:8](=[O:9])[N:7]([C:10]2[CH:15]=[CH:14][C:13]([N:16]([CH3:47])[C:17](=[O:19])[CH3:18])=[C:12]([C:20]([F:23])([F:22])[F:21])[CH:11]=2)[C:6](=[O:24])[N:5]1[CH2:25][CH2:26][CH2:27][CH2:28][CH2:29][CH2:30][CH2:31][CH2:32][CH2:33][S:34]([CH2:36][CH2:37][CH2:38][C:39]([F:45])([F:44])[C:40]([F:41])([F:42])[F:43])=[O:35]. The catalyst class is: 3. (2) The catalyst class is: 23. Reactant: [CH3:1][C@H:2]1[O:7][CH2:6][C@@H:5]([CH3:8])[NH:4][CH2:3]1.[Cl:9][C:10]1[CH:15]=[C:14](Cl)[N:13]=[C:12]([NH:17][CH3:18])[N:11]=1.CCN(C(C)C)C(C)C. Product: [Cl:9][C:10]1[CH:15]=[C:14]([N:4]2[C@H:5]([CH3:8])[CH2:6][O:7][C@H:2]([CH3:1])[CH2:3]2)[N:13]=[C:12]([NH:17][CH3:18])[N:11]=1. (3) Reactant: [OH-].[Na+].C[O:4][C:5](=[O:39])[CH2:6][C@H:7]1[C:11]2[CH:12]=[CH:13][C:14]([O:16][C@H:17]3[C:25]4[C:20](=[C:21]([O:27][C:28]5[CH:33]=[CH:32][C:31]([O:34][CH2:35][CH2:36][O:37][CH3:38])=[CH:30][CH:29]=5)[CH:22]=[CH:23][C:24]=4[F:26])[CH2:19][CH2:18]3)=[CH:15][C:10]=2[O:9][CH2:8]1. The catalyst class is: 111. Product: [F:26][C:24]1[CH:23]=[CH:22][C:21]([O:27][C:28]2[CH:29]=[CH:30][C:31]([O:34][CH2:35][CH2:36][O:37][CH3:38])=[CH:32][CH:33]=2)=[C:20]2[C:25]=1[C@H:17]([O:16][C:14]1[CH:13]=[CH:12][C:11]3[C@H:7]([CH2:6][C:5]([OH:39])=[O:4])[CH2:8][O:9][C:10]=3[CH:15]=1)[CH2:18][CH2:19]2. (4) Reactant: O.[OH-].[Li+].[CH3:4][CH:5]([CH2:39][C:40]([CH3:43])([CH3:42])[CH3:41])[CH2:6][CH2:7][CH:8]([NH:13][C:14]([C:16]1[C:25]([NH:26][C:27]([NH:29][C:30]2[C:35]([CH3:36])=[CH:34][C:33]([CH3:37])=[CH:32][C:31]=2[CH3:38])=[O:28])=[CH:24][C:23]2[C:18](=[CH:19][CH:20]=[CH:21][CH:22]=2)[CH:17]=1)=[O:15])[C:9]([O:11]C)=[O:10].O.Cl. Product: [CH3:4][CH:5]([CH2:39][C:40]([CH3:41])([CH3:43])[CH3:42])[CH2:6][CH2:7][CH:8]([NH:13][C:14]([C:16]1[C:25]([NH:26][C:27]([NH:29][C:30]2[C:35]([CH3:36])=[CH:34][C:33]([CH3:37])=[CH:32][C:31]=2[CH3:38])=[O:28])=[CH:24][C:23]2[C:18](=[CH:19][CH:20]=[CH:21][CH:22]=2)[CH:17]=1)=[O:15])[C:9]([OH:11])=[O:10]. The catalyst class is: 12.